Dataset: Full USPTO retrosynthesis dataset with 1.9M reactions from patents (1976-2016). Task: Predict the reactants needed to synthesize the given product. (1) The reactants are: [F:1][C:2]1[CH:7]=[CH:6][C:5](/[CH:8]=[CH:9]/[C:10]2[CH:15]=[CH:14][C:13]([S:16]([C:19]3[CH:24]=[CH:23][CH:22]=[CH:21][C:20]=3[C:25](=[O:28])[CH2:26][OH:27])(=[O:18])=[O:17])=[CH:12][CH:11]=2)=[CH:4][CH:3]=1.[BH4-].[Na+]. Given the product [F:1][C:2]1[CH:3]=[CH:4][C:5](/[CH:8]=[CH:9]/[C:10]2[CH:11]=[CH:12][C:13]([S:16]([C:19]3[CH:24]=[CH:23][CH:22]=[CH:21][C:20]=3[CH:25]([OH:28])[CH2:26][OH:27])(=[O:18])=[O:17])=[CH:14][CH:15]=2)=[CH:6][CH:7]=1, predict the reactants needed to synthesize it. (2) Given the product [C:41]([O:45][C:39](=[O:24])[NH:36][CH2:13][CH2:12][C:6]1[CH:5]=[C:4]2[C:9]([CH2:10][CH2:11][C:2](=[O:1])[NH:3]2)=[CH:8][CH:7]=1)([CH3:44])([CH3:43])[CH3:42], predict the reactants needed to synthesize it. The reactants are: [O:1]=[C:2]1[CH2:11][CH2:10][C:9]2[C:4](=[CH:5][C:6]([CH2:12][CH2:13]C(O)=O)=[CH:7][CH:8]=2)[NH:3]1.C1C=CC(P(N=[N+]=[N-])(C2C=CC=CC=2)=[O:24])=CC=1.C([N:36]([CH2:39]C)CC)C.[C:41]([OH:45])([CH3:44])([CH3:43])[CH3:42]. (3) Given the product [CH:43]1[C:42]2[C:26]3[CH:25]=[CH:29][CH:30]=[CH:31][C:39]=3[O:40][C:41]=2[C:49]([C:2]2[CH:10]=[CH:9][CH:8]=[C:7]3[C:3]=2[C:4]2([C:15]4=[CH:16][C:17]5[O:21][CH2:20][O:19][C:18]=5[CH:22]=[C:14]4[O:13][CH2:12]2)[C:5](=[O:11])[NH:6]3)=[CH:45][CH:44]=1, predict the reactants needed to synthesize it. The reactants are: Br[C:2]1[CH:10]=[CH:9][CH:8]=[C:7]2[C:3]=1[C:4]1([C:15]3=[CH:16][C:17]4[O:21][CH2:20][O:19][C:18]=4[CH:22]=[C:14]3[O:13][CH2:12]1)[C:5](=[O:11])[NH:6]2.BrC1C=[CH:31][CH:30]=[C:29]2[C:25]=1[C:26]1([C:42]3=[CH:43][C:44]4OCO[C:45]=4[CH:49]=[C:41]3[O:40][CH2:39]1)C(=O)N2CCCCC.C1C2C3C=CC=CC=3OC=2C(B(O)O)=CC=1.CN(C)C1N=CC(B(O)O)=CC=1.